From a dataset of Peptide-MHC class I binding affinity with 185,985 pairs from IEDB/IMGT. Regression. Given a peptide amino acid sequence and an MHC pseudo amino acid sequence, predict their binding affinity value. This is MHC class I binding data. (1) The peptide sequence is KRKLMYVSA. The MHC is HLA-B27:05 with pseudo-sequence HLA-B27:05. The binding affinity (normalized) is 0.349. (2) The peptide sequence is RTRTNPTPV. The MHC is H-2-Kb with pseudo-sequence H-2-Kb. The binding affinity (normalized) is 0.327. (3) The peptide sequence is SAEPVPLQL. The MHC is HLA-A02:03 with pseudo-sequence HLA-A02:03. The binding affinity (normalized) is 0.0129. (4) The peptide sequence is TTRGETLFY. The MHC is HLA-A26:01 with pseudo-sequence HLA-A26:01. The binding affinity (normalized) is 0.671. (5) The peptide sequence is EIYFSSIHR. The MHC is HLA-B15:01 with pseudo-sequence HLA-B15:01. The binding affinity (normalized) is 0.0847.